This data is from Full USPTO retrosynthesis dataset with 1.9M reactions from patents (1976-2016). The task is: Predict the reactants needed to synthesize the given product. (1) Given the product [I:27][C:11]1[C:12]([C:14]2[CH:15]=[CH:16][CH:17]=[CH:18][CH:19]=2)=[N:13][C:8]([N:5]2[CH2:6][CH2:7][N:2]([CH3:1])[CH2:3][CH2:4]2)=[N:9][CH:10]=1, predict the reactants needed to synthesize it. The reactants are: [CH3:1][N:2]1[CH2:7][CH2:6][N:5]([C:8]2[N:13]=[C:12]([C:14]3[CH:19]=[CH:18][CH:17]=[CH:16][CH:15]=3)[CH:11]=[CH:10][N:9]=2)[CH2:4][CH2:3]1.C(O)(C(F)(F)F)=O.[I:27]N1C(=O)CCC1=O. (2) Given the product [NH2:19][C:14]1[C:13]([Br:12])=[CH:18][CH:17]=[CH:16][N+:15]=1[O-:9], predict the reactants needed to synthesize it. The reactants are: C1C=C(Cl)C=C(C(OO)=[O:9])C=1.[Br:12][C:13]1[C:14]([NH2:19])=[N:15][CH:16]=[CH:17][CH:18]=1. (3) Given the product [NH:15]1[CH2:4][CH2:3][CH2:2][C:1]1=[O:8].[CH2:3]([NH2:23])[CH3:4], predict the reactants needed to synthesize it. The reactants are: [C:1]([O-:8])(=O)[CH2:2][CH2:3][C:4]([O-])=O.[NH4+].[NH4+].C1(=O)[NH:15]C(=O)CC1.C(O)(=O)CCC([NH2:23])=O.C(C(N)=O)CC(N)=O.C([O-])(=O)C.[NH4+].C(N)(=O)C.N[C@H](C(O)=O)CC(O)=O.N[C@H](C(O)=O)CC(=O)N. (4) Given the product [O:1]=[C:2]1[CH2:7][CH2:6][CH2:5][CH:4]([C:8]([O:10][CH3:12])=[O:9])[CH2:3]1, predict the reactants needed to synthesize it. The reactants are: [O:1]=[C:2]1[CH2:7][CH2:6][CH2:5][CH:4]([C:8]([OH:10])=[O:9])[CH2:3]1.[Si](C=[N+]=[N-])(C)(C)[CH3:12].CO.